Dataset: Catalyst prediction with 721,799 reactions and 888 catalyst types from USPTO. Task: Predict which catalyst facilitates the given reaction. (1) Product: [Br:1][C:2]1[CH:3]=[C:4]([NH:5][S:14]([CH3:13])(=[O:16])=[O:15])[CH:6]=[C:7]([C:9]([F:10])([F:11])[F:12])[CH:8]=1. Reactant: [Br:1][C:2]1[CH:3]=[C:4]([CH:6]=[C:7]([C:9]([F:12])([F:11])[F:10])[CH:8]=1)[NH2:5].[CH3:13][S:14](Cl)(=[O:16])=[O:15]. The catalyst class is: 17. (2) Reactant: [C:1](O)(=O)[C:2]1[CH:7]=CC=C[CH:3]=1.FC(F)(F)[C:12]([OH:14])=[O:13].[Cl:17][C:18]1[CH:19]=[C:20]2[C:25](=[CH:26][CH:27]=1)[CH:24]=[C:23]([S:28]([N:31]1[CH2:36][CH2:35][NH:34][CH2:33][CH2:32]1)(=[O:30])=[O:29])[CH:22]=[CH:21]2.ON1[C:42]2[CH:43]=[CH:44][CH:45]=[CH:46][C:41]=2N=N1.CN1CC[O:51][CH2:50]C1.Cl.CN(C)[CH2:57][CH2:58][CH2:59][N:60]=[C:61]=[N:62]CC.[CH3:66]N(C)C=O. Product: [C:2]([O:14][C:12]([NH:62][C:61]1[CH:66]=[CH:57][C:58]([C:41]2[CH:46]=[CH:45][C:44]([C:50]([N:34]3[CH2:33][CH2:32][N:31]([S:28]([C:23]4[CH:22]=[CH:21][C:20]5[C:25](=[CH:26][CH:27]=[C:18]([Cl:17])[CH:19]=5)[CH:24]=4)(=[O:29])=[O:30])[CH2:36][CH2:35]3)=[O:51])=[CH:43][CH:42]=2)=[CH:59][N:60]=1)=[O:13])([CH3:7])([CH3:3])[CH3:1]. The catalyst class is: 4. (3) Reactant: Cl[C:2]1[C:3]2[CH:11]=[C:10]([Cl:12])[N:9]=[CH:8][C:4]=2[N:5]=[CH:6][N:7]=1.[F:13][C:14]1[CH:15]=[C:16]([CH:26]=[CH:27][CH:28]=1)[CH2:17][O:18][C:19]1[CH:25]=[CH:24][C:22]([NH2:23])=[CH:21][CH:20]=1. Product: [Cl:12][C:10]1[N:9]=[CH:8][C:4]2[N:5]=[CH:6][N:7]=[C:2]([NH:23][C:22]3[CH:21]=[CH:20][C:19]([O:18][CH2:17][C:16]4[CH:26]=[CH:27][CH:28]=[C:14]([F:13])[CH:15]=4)=[CH:25][CH:24]=3)[C:3]=2[CH:11]=1. The catalyst class is: 10. (4) Reactant: [CH2:1]([O:3][C:4]1[C:11]([N+:12]([O-:14])=[O:13])=[CH:10][C:7]([CH:8]=O)=[CH:6][C:5]=1[O:15][CH3:16])[CH3:2].[ClH:17].CO.C(O[CH:23](OCC)[CH2:24][NH:25][CH2:26][C:27]1[CH:32]=[CH:31][CH:30]=[C:29]([O:33][CH2:34][CH3:35])[C:28]=1[OH:36])C. The catalyst class is: 14. Product: [ClH:17].[CH2:34]([O:33][C:29]1[C:28]([OH:36])=[C:27]2[C:32]([C:23]([CH2:8][C:7]3[CH:10]=[C:11]([N+:12]([O-:14])=[O:13])[C:4]([O:3][CH2:1][CH3:2])=[C:5]([O:15][CH3:16])[CH:6]=3)=[CH:24][N:25]=[CH:26]2)=[CH:31][CH:30]=1)[CH3:35]. (5) Reactant: C(OP([CH2:9][C:10]#[N:11])(=O)OCC)C.C[Si]([N-][Si](C)(C)C)(C)C.[Li+].[O:22]1[C:26]2[CH:27]=[CH:28][C:29]([C:31]([C:33]3[CH:38]=[CH:37][CH:36]=[C:35]([O:39][CH3:40])[CH:34]=3)=O)=[CH:30][C:25]=2[O:24][CH2:23]1.O. Product: [O:22]1[C:26]2[CH:27]=[CH:28][C:29]([C:31]([C:33]3[CH:38]=[CH:37][CH:36]=[C:35]([O:39][CH3:40])[CH:34]=3)=[CH:9][C:10]#[N:11])=[CH:30][C:25]=2[O:24][CH2:23]1. The catalyst class is: 1.